From a dataset of Reaction yield outcomes from USPTO patents with 853,638 reactions. Predict the reaction yield, written as a fraction of the theoretical maximum amount of product (1.0 means a 100% yield; for example, 0.34 means a 34% yield). (1) The reactants are [CH:1]1([CH:6]([C:16]2[CH:21]=[CH:20][C:19]([C:22]3[C:23]4[C:24]5[CH:37]=[CH:36][S:35][C:25]=5[C:26](=[O:34])[NH:27][C:28]=4[CH:29]=[CH:30][C:31]=3[O:32][CH3:33])=[CH:18][CH:17]=2)[CH2:7][NH:8]C(=O)OC(C)(C)C)[CH2:5][CH2:4][CH2:3][CH2:2]1.[ClH:38]. The catalyst is CCOCC. The product is [ClH:38].[NH2:8][CH2:7][CH:6]([C:16]1[CH:17]=[CH:18][C:19]([C:22]2[C:23]3[C:24]4[CH:37]=[CH:36][S:35][C:25]=4[C:26](=[O:34])[NH:27][C:28]=3[CH:29]=[CH:30][C:31]=2[O:32][CH3:33])=[CH:20][CH:21]=1)[CH:1]1[CH2:2][CH2:3][CH2:4][CH2:5]1. The yield is 0.690. (2) The reactants are [Cl:1][C:2]1[CH:12]=[CH:11][C:5]2[CH2:6][CH2:7][NH:8][CH2:9][CH2:10][C:4]=2[C:3]=1[NH:13][CH2:14][C:15]1[CH:20]=[CH:19][C:18]([C:21]2[N:22]=[C:23]([NH:26][C:27]([CH:29]3[CH2:31][CH2:30]3)=[O:28])[S:24][CH:25]=2)=[CH:17][CH:16]=1.ClCCl.[C:35]([OH:42])(=[O:41])[CH2:36][CH2:37][C:38]([OH:40])=[O:39]. The catalyst is C(O)C. The product is [C:35]([OH:42])(=[O:41])[CH2:36][CH2:37][C:38]([OH:40])=[O:39].[Cl:1][C:2]1[CH:12]=[CH:11][C:5]2[CH2:6][CH2:7][NH:8][CH2:9][CH2:10][C:4]=2[C:3]=1[NH:13][CH2:14][C:15]1[CH:16]=[CH:17][C:18]([C:21]2[N:22]=[C:23]([NH:26][C:27]([CH:29]3[CH2:31][CH2:30]3)=[O:28])[S:24][CH:25]=2)=[CH:19][CH:20]=1. The yield is 0.930. (3) The reactants are [Cl:1][C:2]1[CH:7]=[CH:6][C:5]([CH2:8][S:9][CH3:10])=[CH:4][N:3]=1.ClC1C=CC=C(C(OO)=[O:19])C=1.CO. The catalyst is C(Cl)(Cl)Cl. The product is [Cl:1][C:2]1[CH:7]=[CH:6][C:5]([CH2:8][S:9]([CH3:10])=[O:19])=[CH:4][N:3]=1. The yield is 0.920. (4) The reactants are Br[C:2]1[CH:3]=[C:4]([CH3:9])[CH:5]=[C:6]([CH3:8])[CH:7]=1.[NH2:10][CH2:11][CH2:12][CH2:13][CH2:14][OH:15]. No catalyst specified. The product is [CH3:8][C:6]1[CH:7]=[C:2]([NH:10][CH2:11][CH2:12][CH2:13][CH2:14][OH:15])[CH:3]=[C:4]([CH3:9])[CH:5]=1. The yield is 0.900. (5) The reactants are [C:1]([C:5]1[CH:6]=[C:7]2[C:12](=[O:13])[N:11]([CH:14]([C:19]3[CH:24]=[CH:23][C:22]([O:25][CH3:26])=[C:21]([O:27][CH2:28][CH3:29])[CH:20]=3)[CH2:15][C:16](O)=[O:17])[C:9](=[O:10])[C:8]2=[CH:30][CH:31]=1)([CH3:4])([CH3:3])[CH3:2].C(N1C=CN=C1)(N1C=CN=C1)=O.Cl.[NH2:45][OH:46]. The catalyst is O1CCCC1. The product is [C:1]([C:5]1[CH:6]=[C:7]2[C:12](=[O:13])[N:11]([CH:14]([C:19]3[CH:24]=[CH:23][C:22]([O:25][CH3:26])=[C:21]([O:27][CH2:28][CH3:29])[CH:20]=3)[CH2:15][C:16]([NH:45][OH:46])=[O:17])[C:9](=[O:10])[C:8]2=[CH:30][CH:31]=1)([CH3:4])([CH3:3])[CH3:2]. The yield is 0.850. (6) The reactants are [C:1]([C:5]1[CH:10]=[CH:9][CH:8]=[CH:7][C:6]=1S)([CH3:4])([CH3:3])[CH3:2].Cl[O-].[Na+].C(N(CC)CC)C.[NH2:22][CH2:23][CH2:24][C:25]1[CH:30]=[CH:29][CH:28]=[CH:27][N:26]=1.[S:31](=[O:35])(=O)(O)[OH:32]. No catalyst specified. The product is [C:1]([C:5]1[CH:10]=[CH:9][CH:8]=[CH:7][C:6]=1[S:31]([NH:22][CH2:23][CH2:24][C:25]1[CH:30]=[CH:29][CH:28]=[CH:27][N:26]=1)(=[O:35])=[O:32])([CH3:4])([CH3:3])[CH3:2]. The yield is 0.360.